Dataset: Full USPTO retrosynthesis dataset with 1.9M reactions from patents (1976-2016). Task: Predict the reactants needed to synthesize the given product. (1) Given the product [O:10]1[CH2:8][CH2:7][CH2:6][CH:5]([CH2:4][N:12]2[CH:16]=[CH:15][CH:14]=[N:13]2)[CH2:9]1, predict the reactants needed to synthesize it. The reactants are: CN(C)C1[CH:4]=[C:5]([CH2:9][OH:10])[CH:6]=[CH:7][CH:8]=1.[NH:12]1[CH:16]=[CH:15][CH:14]=[N:13]1.CC1(C)C(C)(C)OB(C2C=NNC=2)O1. (2) Given the product [NH2:12][C:1]([NH2:9])=[O:8].[C:1]([NH2:9])(=[O:8])[C:2]1[CH:7]=[CH:6][CH:5]=[N:4][CH:3]=1, predict the reactants needed to synthesize it. The reactants are: [C:1]([NH2:9])(=[O:8])[C:2]1[CH:7]=[CH:6][CH:5]=[N:4][CH:3]=1.C(#[N:12])C. (3) Given the product [Br:1][CH2:2][CH2:3][CH2:4][CH2:5][C:6]([O:16][CH:12]([CH:11]=[CH2:10])[CH2:13][CH2:14][CH:15]=[CH2:17])=[O:7], predict the reactants needed to synthesize it. The reactants are: [Br:1][CH2:2][CH2:3][CH2:4][CH2:5][C:6](Cl)=[O:7].C=[CH:10][CH2:11][CH:12]([OH:16])[CH2:13][CH:14]=[CH2:15].[CH2:17](N(CC)CC)C. (4) The reactants are: CN(C)/[CH:3]=[C:4](\[F:22])/[C:5]([C:7]1[N:11]([CH:12]2[CH2:17][CH2:16][O:15][CH2:14][CH2:13]2)[C:10]([C:18]([F:21])([F:20])[F:19])=[N:9][CH:8]=1)=O.C(=O)(O)O.[NH2:28][C:29]([NH2:31])=[NH:30]. Given the product [F:22][C:4]1[C:5]([C:7]2[N:11]([CH:12]3[CH2:17][CH2:16][O:15][CH2:14][CH2:13]3)[C:10]([C:18]([F:21])([F:19])[F:20])=[N:9][CH:8]=2)=[N:30][C:29]([NH2:31])=[N:28][CH:3]=1, predict the reactants needed to synthesize it.